Dataset: Forward reaction prediction with 1.9M reactions from USPTO patents (1976-2016). Task: Predict the product of the given reaction. (1) Given the reactants C[Si]([N:5]=[C:6]=[O:7])(C)C.[NH2:8][CH2:9][C:10]1[CH:15]=[CH:14][C:13]([N:16]2[CH2:20][CH:19]([CH2:21][NH:22][C:23]([C:25]3[S:26][C:27]([Cl:30])=[CH:28][CH:29]=3)=[O:24])[O:18][C:17]2=[O:31])=[CH:12][CH:11]=1.CCOCC, predict the reaction product. The product is: [NH2:5][C:6]([NH:8][CH2:9][C:10]1[CH:15]=[CH:14][C:13]([N:16]2[CH2:20][CH:19]([CH2:21][NH:22][C:23]([C:25]3[S:26][C:27]([Cl:30])=[CH:28][CH:29]=3)=[O:24])[O:18][C:17]2=[O:31])=[CH:12][CH:11]=1)=[O:7]. (2) Given the reactants ClC1C=[C:4](C=CC=1)[C:5]([O:7]O)=O.[Cl:12][CH2:13][CH2:14][N:15](CCCl)[C:16]1[CH:21]=[CH:20][C:19]([C:22]([CH3:40])([CH2:31][NH:32][C:33]([O:35][C:36]([CH3:39])([CH3:38])[CH3:37])=[O:34])[CH2:23][C:24]([O:26][C:27]([CH3:30])([CH3:29])[CH3:28])=[O:25])=[C:18]([CH3:41])[CH:17]=1.[Cl:45]CCl, predict the reaction product. The product is: [C:36]([O:35][C:33]([NH:32][CH2:31][C:22]([C:19]1[CH:20]=[CH:21][C:16]([N:15]([O:7][CH2:5][CH2:4][Cl:45])[CH2:14][CH2:13][Cl:12])=[CH:17][C:18]=1[CH3:41])([CH3:40])[CH2:23][C:24]([O:26][C:27]([CH3:30])([CH3:29])[CH3:28])=[O:25])=[O:34])([CH3:37])([CH3:39])[CH3:38].